Dataset: Forward reaction prediction with 1.9M reactions from USPTO patents (1976-2016). Task: Predict the product of the given reaction. Given the reactants [CH3:1][C:2]1[CH:3]=[C:4]([CH:9]=[CH:10][C:11]#[N:12])[CH:5]=[C:6]([CH3:8])[CH:7]=1.C1C(=O)[N:17](Br)[C:15](=O)C1.C(OOC(=O)C1C=CC=CC=1)(=O)C1C=CC=CC=1.[C-]#N.[K+], predict the reaction product. The product is: [C:15]([CH2:1][C:2]1[CH:3]=[C:4]([CH:9]=[CH:10][C:11]#[N:12])[CH:5]=[C:6]([CH3:8])[CH:7]=1)#[N:17].